This data is from Catalyst prediction with 721,799 reactions and 888 catalyst types from USPTO. The task is: Predict which catalyst facilitates the given reaction. (1) Reactant: [C:1]([NH:4][C:5]1[S:6][C:7]([C:11]2[N:12]=[C:13]([C:16](Cl)=[O:17])[S:14][CH:15]=2)=[C:8]([CH3:10])[N:9]=1)(=[O:3])[CH3:2].[NH:19]1[CH2:24][CH2:23][CH:22]([CH2:25][CH2:26][OH:27])[CH2:21][CH2:20]1.C(N(CC)CC)C. Product: [OH:27][CH2:26][CH2:25][CH:22]1[CH2:23][CH2:24][N:19]([C:16]([C:13]2[S:14][CH:15]=[C:11]([C:7]3[S:6][C:5]([NH:4][C:1](=[O:3])[CH3:2])=[N:9][C:8]=3[CH3:10])[N:12]=2)=[O:17])[CH2:20][CH2:21]1. The catalyst class is: 76. (2) Reactant: [CH2:1]1[C:20]2[C:15](=[CH:16][C:17]([OH:22])=[C:18]([OH:21])[CH:19]=2)[C:4]2[CH:5]=[C:6]3[C:11](=[CH:12][N+:3]=2[CH2:2]1)[C:10]([OH:13])=[C:9]([OH:14])[CH:8]=[CH:7]3.[BH4-].[Na+].[ClH:25]. Product: [ClH:25].[C+:16]1[C:15]2[CH:4]3[CH2:5][C:6]4[CH:7]=[CH:8][C:9]([OH:14])=[C:10]([OH:13])[C:11]=4[CH2:12][N:3]3[CH2:2][CH2:1][C:20]=2[CH:19]=[C:18]([OH:21])[C:17]=1[OH:22]. The catalyst class is: 5.